This data is from Forward reaction prediction with 1.9M reactions from USPTO patents (1976-2016). The task is: Predict the product of the given reaction. (1) The product is: [CH:19]1([C:22]([N:24]2[CH2:16][CH2:15][C@@H:11]([CH2:10][NH:9][C:8](=[O:13])[C:5]3[CH:4]=[CH:3][CH:2]=[CH:7][CH:6]=3)[CH2:12]2)=[O:23])[CH2:21][CH2:20]1. Given the reactants Br[C:2]1[CH:7]=[CH:6][C:5]([C:8]2[O:13][C:12](=O)[C:11]3[CH:15]=[CH:16]C=C[C:10]=3[N:9]=2)=[CH:4][CH:3]=1.[CH:19]1([C:22]([N:24]2CC[C@@H](CN)C2)=[O:23])[CH2:21][CH2:20]1, predict the reaction product. (2) Given the reactants C(O[C:4]([C:6]1[CH:11]=[C:10]([C:12]2[CH:17]=[CH:16][N:15]=[C:14]([Cl:18])[CH:13]=2)[CH:9]=[C:8]([CH3:19])[N:7]=1)=[O:5])C.[NH2:20][C:21]1[CH:26]=[CH:25][CH:24]=[C:23]([CH3:27])[N:22]=1, predict the reaction product. The product is: [CH3:27][C:23]1[N:22]=[C:21]([NH:20][C:4]([C:6]2[CH:11]=[C:10]([C:12]3[CH:17]=[CH:16][N:15]=[C:14]([Cl:18])[CH:13]=3)[CH:9]=[C:8]([CH3:19])[N:7]=2)=[O:5])[CH:26]=[CH:25][CH:24]=1. (3) The product is: [CH3:18][NH:17][C:16]([C:13]1[CH:12]=[C:11]2[C:7]([CH2:8][C:9](=[O:14])[NH:10]2)=[CH:6][CH:5]=1)=[O:15]. Given the reactants CNC([C:5]1[CH:6]=[C:7]2[C:11](=[CH:12][CH:13]=1)[NH:10][C:9](=[O:14])[CH2:8]2)=O.[O:15]=[C:16]1CC2[C:18](=CC(C(O)=O)=CC=2)[NH:17]1, predict the reaction product. (4) Given the reactants [CH2:1]([O:3][C:4]([C:6]1[C:7]([OH:26])=[C:8]2[CH:16]=[CH:15][N:14]([CH2:17][C:18]3[CH:23]=[CH:22][C:21]([O:24][CH3:25])=[CH:20][CH:19]=3)[C:9]2=[C:10]([C:12]#[N:13])[N:11]=1)=[O:5])[CH3:2].[C:27](OC(=O)C)(=[O:29])[CH3:28], predict the reaction product. The product is: [CH2:1]([O:3][C:4]([C:6]1[C:7]([O:26][C:27](=[O:29])[CH3:28])=[C:8]2[CH:16]=[CH:15][N:14]([CH2:17][C:18]3[CH:19]=[CH:20][C:21]([O:24][CH3:25])=[CH:22][CH:23]=3)[C:9]2=[C:10]([C:12]#[N:13])[N:11]=1)=[O:5])[CH3:2]. (5) Given the reactants [CH2:1]([Mg]Cl)[CH2:2][CH3:3].C(OCC)C.[Br:11][C:12]1[C:19]([Cl:20])=[CH:18][CH:17]=[CH:16][C:13]=1[CH:14]=[O:15].[Cl-].[NH4+], predict the reaction product. The product is: [Br:11][C:12]1[C:19]([Cl:20])=[CH:18][CH:17]=[CH:16][C:13]=1[CH:14]([OH:15])[CH2:1][CH2:2][CH3:3]. (6) Given the reactants [C:1]([O:5]C(OC(OC(C)(C)C)=O)=O)(C)(C)C.CN(C1C=CC=CN=1)C.[NH2:25][C@@H:26]([C:29]1[CH:41]=[CH:40][C:32]([C:33]([O:35][C:36]([CH3:39])([CH3:38])[CH3:37])=[O:34])=[C:31]([N+:42]([O-:44])=[O:43])[CH:30]=1)[CH2:27][CH3:28].[Cl:45][C:46]1[CH:47]=[CH:48][C:49]([O:75][CH3:76])=[C:50]([CH:74]=1)[CH2:51][C@H:52]1[CH2:58][N:57]([CH2:59][C:60]2[C:65]([O:66][CH3:67])=[CH:64][C:63]([O:68][CH3:69])=[CH:62][C:61]=2[O:70][CH3:71])[C:56](=[O:72])[CH2:55][NH:54][C:53]1=[O:73].CC(C)([O-])C.[K+], predict the reaction product. The product is: [Cl:45][C:46]1[CH:47]=[CH:48][C:49]([O:75][CH3:76])=[C:50]([CH:74]=1)[CH2:51][C@@H:52]1[C:53](=[O:73])[N:54]([C:1]([NH:25][C@@H:26]([C:29]2[CH:41]=[CH:40][C:32]([C:33]([O:35][C:36]([CH3:38])([CH3:39])[CH3:37])=[O:34])=[C:31]([N+:42]([O-:44])=[O:43])[CH:30]=2)[CH2:27][CH3:28])=[O:5])[CH2:55][C:56](=[O:72])[N:57]([CH2:59][C:60]2[C:61]([O:70][CH3:71])=[CH:62][C:63]([O:68][CH3:69])=[CH:64][C:65]=2[O:66][CH3:67])[CH2:58]1. (7) Given the reactants Br[C:2]1[C:3]2[S:14][C:13]([CH3:15])=[CH:12][C:4]=2[NH:5][C:6]=1[C:7]([O:9][CH2:10][CH3:11])=[O:8].O.[CH3:17][N:18]1CCCC1=O, predict the reaction product. The product is: [C:17]([C:2]1[C:3]2[S:14][C:13]([CH3:15])=[CH:12][C:4]=2[NH:5][C:6]=1[C:7]([O:9][CH2:10][CH3:11])=[O:8])#[N:18]. (8) Given the reactants C(=[N:14][C:15]1[CH:20]=[C:19]([C:21]([C:23]2[C:31]3[C:30](Cl)=[N:29][CH:28]=[N:27][C:26]=3[N:25]([CH:33]([CH3:35])[CH3:34])[CH:24]=2)=[O:22])[CH:18]=[C:17]([O:36][CH3:37])[N:16]=1)(C1C=CC=CC=1)C1C=CC=CC=1.[OH-].[NH4+:39], predict the reaction product. The product is: [NH2:39][C:30]1[C:31]2[C:23]([C:21]([C:19]3[CH:18]=[C:17]([O:36][CH3:37])[N:16]=[C:15]([NH2:14])[CH:20]=3)=[O:22])=[CH:24][N:25]([CH:33]([CH3:34])[CH3:35])[C:26]=2[N:27]=[CH:28][N:29]=1. (9) Given the reactants Cl.[CH2:2]([O:9][C:10]1[CH:19]=[CH:18][CH:17]=[C:16]2[C:11]=1[CH2:12][CH2:13][CH2:14][CH:15]2[C:20]([N:22]([C:29]1[CH:30]=[N:31][C:32]([CH:35]([CH3:37])[CH3:36])=[CH:33][CH:34]=1)[CH2:23][C:24]1[CH:25]=[N:26][NH:27][CH:28]=1)=[O:21])[C:3]1[CH:8]=[CH:7][CH:6]=[CH:5][CH:4]=1.[CH2:38](I)[CH3:39], predict the reaction product. The product is: [CH2:2]([O:9][C:10]1[CH:19]=[CH:18][CH:17]=[C:16]2[C:11]=1[CH2:12][CH2:13][CH2:14][CH:15]2[C:20]([N:22]([CH2:23][C:24]1[CH:25]=[N:26][N:27]([CH2:38][CH3:39])[CH:28]=1)[C:29]1[CH:30]=[N:31][C:32]([CH:35]([CH3:37])[CH3:36])=[CH:33][CH:34]=1)=[O:21])[C:3]1[CH:8]=[CH:7][CH:6]=[CH:5][CH:4]=1. (10) Given the reactants [Br:1][C:2]1[CH:3]=[CH:4][CH:5]=[C:6]2[C:10]=1[NH:9][CH:8]=[CH:7]2.Cl[CH2:12][CH2:13][CH2:14][C:15]#[N:16].C([Mg]Br)C.[Cl-].[NH4+], predict the reaction product. The product is: [Br:1][C:2]1[CH:3]=[CH:4][CH:5]=[C:6]2[C:10]=1[NH:9][CH:8]=[C:7]2[CH2:12][CH2:13][CH2:14][C:15]#[N:16].